Dataset: Human Reference Interactome with 51,813 positive PPI pairs across 8,248 proteins, plus equal number of experimentally-validated negative pairs. Task: Binary Classification. Given two protein amino acid sequences, predict whether they physically interact or not. (1) Protein 1 (ENSG00000141971) has sequence MDPVPGTDSAPLAGLAWSSASAPPPRGFSAISCTVEGAPASFGKSFAQKSGYFLCLSSLGSLENPQENVVADIQIVVDKSPLPLGFSPVCDPMDSKASVSKKKRMCVKLLPLGATDTAVFDVRLSGKTKTVPGYLRIGDMGGFAIWCKKAKAPRPVPKPRGLSRDMQGLSLDAASQPSKGGLLERTASRLGSRASTLRRNDSIYEASSLYGISAMDGVPFTLHPRFEGKSCSPLAFSAFGDLTIKSLADIEEEYNYGFVVEKTAAARLPPSVS*MDPVPGTDSAPLAGLAWSSASAPPPR.... Protein 2 (ENSG00000161180) has sequence MARCRHHSGYLADDEASHSMCSARVQLPKKPLVPEMRPACKPGRVPHPPSTCGSSALQGQRRNKRHPQPFGHFLDFLTESQVLDSLETVVEKATERMAAMKTEAGVPLVEVQDPVEVPSGGRRAHARPSLSTVHRHRVRPTLCTGHPNNYPSSSSSMSNCHSSLMAGCLGSHSRDSDLGAQGSLPPVRDKLLLEKNLKRLLQLEREGKGLSQSCSQRDSLLWDSLGSQTSFQWTQEQPLSWFSGLLGSSSGVPEASEPRPGEQEPIFRKREFNKEIKSLLSQLESLDLPGYCPLREPHRT.... Result: 0 (the proteins do not interact). (2) Protein 1 (ENSG00000105583) has sequence MSTNNMSDPRRPNKVLRYKPPPSECNPALDDPTPDYMNLLGMIFSMCGLMLKWCAWVAVYCSFISFANSRSSEDTKQMMSSFMLSISAVVMSYLQNPQPMTPPW*XSTNNMSDPRRPNKVLRYKPPPSECNPALDDPTPDYMNLLGMIFSMCGLMLKLKWCAWVAVYCSFISFANSRSSEDTKQMMSSFM*MSTNNMSDPRRPNKVLRYKPPPSECNPALDDPTPDYMNLLGMIFSMCGLMLKLKWCAWVAVYCSFISFANSRSSEDTKQMMSSFMLSISAVVMSYLQNPQPMTPPW*. Protein 2 (ENSG00000136630) has sequence MFAAGLAPFYASNFSLWSAAYCSSAGPGGCSFPLDPAAVKKPSFCIADILHAGVGDLGAAPEGLAGASAAALTAHLGSVHPHASFQAAARSPLRPTPVVAPSEVPAGFPQRLSPLSAAYHHHHPQQQQQQQQPQQQQPPPPPRAGALQPPASGTRVVPNPHHSGSAPAPSSKDLKFGIDRILSAEFDPKVKEGNTLRDLTSLLTGGRPAGVHLSGLQPSAGQFFASLDPINEASAILSPLNSNPRNSVQHQFQDTFPGPYAVLTKDTMPQTYKRKRSWSRAVFSNLQRKGLEKRFEIQKY.... Result: 0 (the proteins do not interact). (3) Protein 1 (ENSG00000110066) has sequence XSDSFSHNNPVRFRPIKGRQEELKEVIERFKKDEHLEKAFKCLTSGEWARHYFLNKNKMQEKLFKEHRQNLALSPRLECSGLIMAHCSFHLLGSSDSSSQPPT*MKWLGESKNMVVNGRRNGGKLSNDHQQNQSKLQHTGKDTLKAGKNAVERRSNRCNGNSGFEGQSRYVPSSGMSAKELCENDDLATSLVLDPYLGFQTHKMNTSAFPSRSSRHFSKSDSFSHNNPVRFRPIKGRQEELKEVIERFKKDEHLEKAFKCLTSGEWARHYFLNKNKMQEKLFKEHVFIYLRMFATDSGFE.... Protein 2 (ENSG00000184205) has sequence MDRPDEGPPAKTRRLSSSESPQRDPPPPPPPPPLLRLPLPPPQQRPRLQEETEAAQVLADMRGVGLGPALPPPPPYVILEEGGIRAYFTLGAECPGWDSTIESGYGEAPPPTESLEALPTPEASGGSLEIDFQVVQSSSFGGEGALETCSAVGWAPQRLVDPKSKEEAIIIVEDEDEDERESMRSSRRRRRRRRRKQRKVKRESRERNAERMESILQALEDIQLDLEAVNIKAGKAFLRLKRKFIQMRRPFLERRDLIIQHIPGFWVKAFLNHPRISILINRRDEDIFRYLTNLQVQDLR.... Result: 1 (the proteins interact). (4) Protein 1 (ENSG00000172179) has sequence MNIKGSPWKGSLLLLLVSNLLLCQSVAPLPICPGGAARCQVTLRDLFDRAVVLSHYIHNLSSEMFSEFDKRYTHGRGFITKAINSCHTSSLATPEDKEQAQQMNQKDFLSLIVSILRSWNEPLYHLVTEVRGMQEAPEAILSKAVEIEEQTKRLLEGMELIVSQVHPETKENEIYPVWSGLPSLQMADEESRLSAYYNLLHCLRRDSHKIDNYLKLLKCRIIHNNNC*MNIKGSPWKGSLLLLLVSNLLLSHYIHNLSSEMFSEFDKRYTHGRGFITKAINSCHTSSLATPEDKEQAQQM.... Protein 2 (ENSG00000127314) has sequence MREYKLVVLGSGGVGKSALTVQFVQGIFVEKYDPTIEDSYRKQVEVDAQQCMLEILDTAGTEQFTAMRDLYMKNGQGFALVYSITAQSTFNDLQDLREQILRVKDTDDVPMILVGNKCDLEDERVVGKEQGQNLARQWNNCAFLESSAKSKINVNEIFYDLVRQINRKTPVPGKARKKSSCQLL*MRDLYMKNGQGFALVYSITAQSTFNDLQDLREQILRVKDTDDVPMILVGNKCDLEDERVVGKEQGQNLARQWNNCAFLESSAKSKINVNEIFYDLVRQINRKTPVPGKARKKSSC.... Result: 0 (the proteins do not interact). (5) Protein 1 (ENSG00000162231) has sequence MADEGKSYSEHDDERVNFPQRKKKGRGPFRWKYGEGNRRSGRGGSGIRSSRLEEDDGDVAMSDAQDGPRVRYNPYTTRPNRRGDTWHDRDRIHVTVRRDRAPPERGGAGTSQDGTSKNWFKITIPYGRKYDKAWLLSMIQSKCSVPFTPIEFHYENTRAQFFVEDASTASALKAVNYKILDRENRRISIIINSSAPPHTILNELKPEQVEQLKLIMSKRYDGSQQALDLKGLRSDPDLVAQNIDVVLNRRSCMAATLRIIEENIPELLSLNLSNNRLYRLDDMSSIVQKAPNLKILNLSG.... Protein 2 (ENSG00000149380) has sequence MGPGARLAALLAVLALGTGDPERAAARGDTFSALTSVARALAPERRLLGLLRRYLRGEEARLRDLTRFYDKVLSLHEDSTTPVANPLLAFTLIKRLQSDWRNVVHSLEASENIRALKDGYEKVEQDLPAFEDLEGAARALMRLQDVYMLNVKGLARGVFQRVTGSAITDLYSPKRLFSLTGDDCFQVGKVAYDMGDYYHAIPWLEEAVSLFRGSYGEWKTEDEASLEDALDHLAFAYFRAGNVSCALSLSREFLLYSPDNKRMARNVLKYERLLAESPNHVVAEAVIQRPNIPHLQTRDT.... Result: 0 (the proteins do not interact). (6) Protein 1 (ENSG00000152207) has sequence MERKFMSLQPSISVSEMEPNGTFSNNNSRNCTIENFKREFFPIVYLIIFFWGVLGNGLSIYVFLQPYKKSTSVNVFMLNLAISDLLFISTLPFRADYYLRGSNWIFGDLACRIMSYSLYVNMYSSIYFLTVLSVVRFLAMVHPFRLLHVTSIRSAWILCGIIWILIMASSIMLLDSGSEQNGSVTSCLELNLYKIAKLQTMNYIALVVGCLLPFFTLSICYLLIIRVLLKVEVPESGLRVSHRKALTTIIITLIIFFLCFLPYHTLRTVHLTTWKVGLCKDRLHKALVITLALAAANACF.... Protein 2 (ENSG00000136463) has sequence MSAWAAASLSRAAARCLLARGPGVRAAPPRDPRPSHPEPRGCGAAPGRTLHFTAAVPAGHNKWSKVRHIKGPKDVERSRIFSKLCLNIRLAVKEGGPNPEHNSNLANILEVCRSKHMPKSTIETALKMEKSKDTYLLYEGRGPGGSSLLIEALSNSSHKCQADIRHILNKNGGVMAVGARHSFDKKGVIVVEVEDREKKAVNLERALEMAIEAGAEDVKETEDEEERNVFKFICDASSLHQVRKKLDSLGLCSVSCALEFIPNSKVQLAEPDLEQAAHLIQALSNHEDVIHVYDNIE*. Result: 0 (the proteins do not interact). (7) Protein 1 (ENSG00000102921) has sequence MAARAVLDEFTAPAEKAELLEQSRGRIEGLFGVSLAVLGALGAEEPLPARIWLQLCGAQEAVHSAKEYIKGICEPELEERECYPKDMHCIFVGAESLFLKSLIQDTCADLCILDIGLLGIRGSAEAVVMARSHIQQFVKLFENKENLPSSQKESEVKREFKQFVEAHADNYTMDLLILPTSLKKELLTLTQGEENLFETGDDEVIEMRDSQQTEFTQNAATGLNISRDETVLQEEARNKAGTPVSELTKQMDTVLSSSPDVLFDPINGLTPDEEALSNERICQKRRFSDSEERHTKKQFS.... Protein 2 (ENSG00000116005) has sequence MGRVVAELVSSLLGLWLLLCSCGCPEGAELRAPPDKIAIIGAGIGGTSAAYYLRQKFGKDVKIDLFEREEVGGRLATMMVQGQEYEAGGSVIHPLNLHMKRFVKDLGLSAVQASGGLLGIYNGETLVFEESNWFIINVIKLVWRYGFQSLRMHMWVEDVLDKFMRIYRYQSHDYAFSSVEKLLHALGGDDFLGMLNRTLLETLQKAGFSEKFLNEMIAPVMRVNYGQSTDINAFVGAVSLSCSDSGLWAVEGGNKLVCSGLLQASKSNLISGSVMYIEEKTKTKYTVLGLCPL*MMVQGQ.... Result: 0 (the proteins do not interact).